Dataset: hERG Central: cardiac toxicity at 1µM, 10µM, and general inhibition. Task: Predict hERG channel inhibition at various concentrations. (1) The drug is c1c(C2CCCCC2)n[nH]c1CN1CCCCC1. Results: hERG_inhib (hERG inhibition (general)): blocker. (2) The compound is Cc1cc(C)c(C#N)c(N2CCN(C(=O)C3COc4ccccc4O3)CC2)n1. Results: hERG_inhib (hERG inhibition (general)): blocker. (3) The molecule is CCn1c(SCC(=O)N/N=C/C=C\c2ccccc2[N+](=O)[O-])nc2ccccc21. Results: hERG_inhib (hERG inhibition (general)): blocker. (4) The compound is Cc1ccc(NC(=O)CNc2ccccc2CN(C)C2CCCCC2)cc1. Results: hERG_inhib (hERG inhibition (general)): blocker.